Task: Predict the reactants needed to synthesize the given product.. Dataset: Full USPTO retrosynthesis dataset with 1.9M reactions from patents (1976-2016) (1) Given the product [Cl:8][C:35]1[C:14]([CH:11]2[CH2:13][CH2:12]2)=[N:15][N:16]2[C:21]([O:22][CH3:23])=[CH:20][CH:19]=[C:18]([C:24](=[O:34])[CH2:25][C:26]3[C:27]([Cl:33])=[CH:28][N:29]=[CH:30][C:31]=3[Cl:32])[C:17]=12, predict the reactants needed to synthesize it. The reactants are: CS(C)=O.C(Cl)(=O)C([Cl:8])=O.[CH:11]1([C:14]2[CH:35]=[C:17]3[C:18]([CH:24]([OH:34])[CH2:25][C:26]4[C:31]([Cl:32])=[CH:30][N:29]=[CH:28][C:27]=4[Cl:33])=[CH:19][CH:20]=[C:21]([O:22][CH3:23])[N:16]3[N:15]=2)[CH2:13][CH2:12]1.[Cl-].[NH4+]. (2) Given the product [OH:22][C:15]1([C:4]2[CH:5]=[CH:6][CH:7]=[CH:8][C:3]=2[O:2][CH3:1])[C:14]2[C:18](=[CH:19][CH:20]=[C:12]([I:11])[CH:13]=2)[NH:17][C:16]1=[O:21], predict the reactants needed to synthesize it. The reactants are: [CH3:1][O:2][C:3]1[CH:8]=[CH:7][CH:6]=[CH:5][C:4]=1[Mg]Br.[I:11][C:12]1[CH:13]=[C:14]2[C:18](=[CH:19][CH:20]=1)[NH:17][C:16](=[O:21])[C:15]2=[O:22].